The task is: Predict the product of the given reaction.. This data is from Forward reaction prediction with 1.9M reactions from USPTO patents (1976-2016). (1) Given the reactants [Cl:1][C:2]1[CH:10]=[CH:9][C:8]2[NH:7][C:6]3[CH2:11][CH2:12][N:13]([CH3:15])[CH2:14][C:5]=3[C:4]=2[CH:3]=1.[CH3:16][N:17]([CH3:26])[C:18]1[CH:23]=[CH:22][C:21](C=C)=[CH:20][N:19]=1.[OH-].[K+].CN1C(=O)C[CH2:32][CH2:31]1, predict the reaction product. The product is: [Cl:1][C:2]1[CH:10]=[CH:9][C:8]2[N:7]([CH2:31][CH2:32][C:18]3([N:17]([CH3:16])[CH3:26])[CH:23]=[CH:22][CH:21]=[CH:20][NH:19]3)[C:6]3[CH2:11][CH2:12][N:13]([CH3:15])[CH2:14][C:5]=3[C:4]=2[CH:3]=1. (2) Given the reactants [CH3:1][N:2]1[CH2:6][CH2:5][CH2:4][C@H:3]1[CH2:7][O:8][C:9]1[CH:21]=[CH:20][C:12]([C:13]([O:15]C(C)(C)C)=[O:14])=[C:11]([N:22]([CH:29]2[CH2:34][CH2:33][O:32][CH2:31][CH2:30]2)[C:23](=[O:28])[C:24]([F:27])([F:26])[F:25])[CH:10]=1.Cl.[O:36]1CCOCC1, predict the reaction product. The product is: [F:25][C:24]([F:27])([F:26])[C:23]([OH:28])=[O:36].[CH3:1][N:2]1[CH2:6][CH2:5][CH2:4][C@H:3]1[CH2:7][O:8][C:9]1[CH:21]=[CH:20][C:12]([C:13]([OH:15])=[O:14])=[C:11]([N:22]([CH:29]2[CH2:30][CH2:31][O:32][CH2:33][CH2:34]2)[C:23](=[O:28])[C:24]([F:25])([F:27])[F:26])[CH:10]=1. (3) Given the reactants [CH:1]1[C:6](/[CH:7]=[CH:8]/[C:9]([OH:11])=[O:10])=[CH:5][CH:4]=[C:3]([OH:12])[CH:2]=1.[CH2:13]1[CH2:18]CC(N=C=NC2CCCCC2)C[CH2:14]1, predict the reaction product. The product is: [C:9]([O:11][CH2:14][CH2:13][CH3:18])(=[O:10])/[CH:8]=[CH:7]/[C:6]1[CH:5]=[CH:4][C:3]([OH:12])=[CH:2][CH:1]=1. (4) Given the reactants [CH3:1][O:2][C:3](=[O:14])[CH2:4][C:5]1[CH:9]=[C:8]([CH2:10]OC)[S:7][C:6]=1[CH3:13].B(Cl)(Cl)[Cl:16], predict the reaction product. The product is: [CH3:1][O:2][C:3](=[O:14])[CH2:4][C:5]1[CH:9]=[C:8]([CH2:10][Cl:16])[S:7][C:6]=1[CH3:13]. (5) Given the reactants [CH2:1]([O:5][C:6]1[CH:11]=[CH:10][C:9]([CH2:12][C@H:13]([NH:18][C:19]([C@@H:21](/[CH:30]=[CH:31]/[CH2:32][CH2:33][CH2:34][CH2:35][CH2:36][CH2:37][C:38]([F:47])([F:46])[CH2:39][CH2:40][CH2:41][CH2:42][CH2:43][CH2:44][CH3:45])[C@@:22]([OH:29])([CH2:26][CH2:27][CH3:28])[C:23]([OH:25])=[O:24])=[O:20])[C:14]([O:16]C)=[O:15])=[CH:8][CH:7]=1)[C:2]#[C:3][CH3:4].C(N(CC)CC)C.[Br-].[Li+].C(O)(=O)CC(CC(O)=O)(C(O)=O)O, predict the reaction product. The product is: [CH2:1]([O:5][C:6]1[CH:7]=[CH:8][C:9]([CH2:12][C@H:13]([NH:18][C:19]([C@@H:21](/[CH:30]=[CH:31]/[CH2:32][CH2:33][CH2:34][CH2:35][CH2:36][CH2:37][C:38]([F:46])([F:47])[CH2:39][CH2:40][CH2:41][CH2:42][CH2:43][CH2:44][CH3:45])[C@@:22]([OH:29])([CH2:26][CH2:27][CH3:28])[C:23]([OH:25])=[O:24])=[O:20])[C:14]([OH:16])=[O:15])=[CH:10][CH:11]=1)[C:2]#[C:3][CH3:4].